Dataset: Forward reaction prediction with 1.9M reactions from USPTO patents (1976-2016). Task: Predict the product of the given reaction. (1) Given the reactants Cl[C:2]1[N:3]=[C:4]([NH:15][CH3:16])[C:5]2[N:11]=[C:10](Cl)[N:9]=[C:8]([NH:13][CH3:14])[C:6]=2[N:7]=1.[CH2:17]([NH2:20])[CH:18]=[CH2:19].C([O-])(O)=O.[Na+], predict the reaction product. The product is: [CH2:17]([NH:20][C:2]1[N:3]=[C:4]([NH:15][CH3:16])[C:5]2[N:11]=[C:10]([NH:3][CH2:4][CH:5]=[CH2:6])[N:9]=[C:8]([NH:13][CH3:14])[C:6]=2[N:7]=1)[CH:18]=[CH2:19]. (2) Given the reactants [C:1]([C:5]1[CH:9]=[C:8]([NH:10][C:11]([NH:13][C:14]2[CH:19]=[C:18]([OH:20])[CH:17]=[CH:16][C:15]=2[F:21])=[O:12])[N:7]([C:22]2[CH:27]=[CH:26][CH:25]=[CH:24][CH:23]=2)[N:6]=1)([CH3:4])([CH3:3])[CH3:2].Cl[C:29]1[C:38]2[C:33](=[CH:34][C:35]([O:41][CH3:42])=[C:36]([O:39][CH3:40])[CH:37]=2)[N:32]=[CH:31][N:30]=1.C(=O)([O-])[O-].[K+].[K+].O, predict the reaction product. The product is: [C:1]([C:5]1[CH:9]=[C:8]([NH:10][C:11]([NH:13][C:14]2[CH:19]=[C:18]([O:20][C:29]3[C:38]4[C:33](=[CH:34][C:35]([O:41][CH3:42])=[C:36]([O:39][CH3:40])[CH:37]=4)[N:32]=[CH:31][N:30]=3)[CH:17]=[CH:16][C:15]=2[F:21])=[O:12])[N:7]([C:22]2[CH:27]=[CH:26][CH:25]=[CH:24][CH:23]=2)[N:6]=1)([CH3:4])([CH3:2])[CH3:3].